This data is from Catalyst prediction with 721,799 reactions and 888 catalyst types from USPTO. The task is: Predict which catalyst facilitates the given reaction. (1) Reactant: [CH3:1][C:2]1[N:7]=[C:6]([NH:8][CH2:9][CH:10]2[N:19](C(OC(C)(C)C)=O)[CH2:18][CH2:17][C:12]3([CH2:16][CH2:15][CH2:14][CH2:13]3)[CH2:11]2)[CH:5]=[CH:4][CH:3]=1.FC(F)(F)C(O)=O. Product: [CH2:13]1[C:12]2([CH2:17][CH2:18][NH:19][CH:10]([CH2:9][NH:8][C:6]3[CH:5]=[CH:4][CH:3]=[C:2]([CH3:1])[N:7]=3)[CH2:11]2)[CH2:16][CH2:15][CH2:14]1. The catalyst class is: 4. (2) Reactant: FC(F)(F)C(O)=O.C(OC([N:15]1[CH2:20][CH2:19][N:18]([C:21]2[N:25]([CH3:26])[C:24]([C:27]3[CH:32]=[CH:31][C:30]([O:33][CH:34]([F:36])[F:35])=[CH:29][CH:28]=3)=[N:23][N:22]=2)[CH:17]([C:37]2[O:41][N:40]=[C:39]([C:42]3[CH:47]=[CH:46][CH:45]=[C:44]([Cl:48])[CH:43]=3)[N:38]=2)[CH2:16]1)=O)(C)(C)C. Product: [NH3:15].[Cl:48][C:44]1[CH:43]=[C:42]([C:39]2[N:38]=[C:37]([CH:17]3[CH2:16][NH:15][CH2:20][CH2:19][N:18]3[C:21]3[N:25]([CH3:26])[C:24]([C:27]4[CH:32]=[CH:31][C:30]([O:33][CH:34]([F:36])[F:35])=[CH:29][CH:28]=4)=[N:23][N:22]=3)[O:41][N:40]=2)[CH:47]=[CH:46][CH:45]=1. The catalyst class is: 4. (3) Reactant: [CH:1]1[C:2]([CH2:10][C@@H:11]([NH2:28])[CH2:12][C:13]([N:15]2[CH2:27][C:19]3=[N:20][N:21]=[C:22]([C:23]([F:26])([F:25])[F:24])[N:18]3[CH2:17][CH2:16]2)=[O:14])=[C:3]([F:9])[CH:4]=[C:5]([F:8])[C:6]=1[F:7].[CH:29]1[C:34](/[CH:35]=[CH:36]/[C:37]([OH:39])=[O:38])=[CH:33][CH:32]=[C:31]([OH:40])[CH:30]=1. Product: [CH:1]1[C:2]([CH2:10][C@@H:11]([NH2:28])[CH2:12][C:13]([N:15]2[CH2:27][C:19]3=[N:20][N:21]=[C:22]([C:23]([F:26])([F:25])[F:24])[N:18]3[CH2:17][CH2:16]2)=[O:14])=[C:3]([F:9])[CH:4]=[C:5]([F:8])[C:6]=1[F:7].[C:37]([O-:39])(=[O:38])/[CH:36]=[CH:35]/[C:34]1[CH:33]=[CH:32][C:31]([OH:40])=[CH:30][CH:29]=1. The catalyst class is: 13. (4) Reactant: [N+:1]([C:4]1[CH:9]=[CH:8][C:7]([C:10](=[O:14])[CH:11]([CH3:13])[CH3:12])=[CH:6][CH:5]=1)([O-])=O.O.O.Cl[Sn]Cl.C(OCC)(=O)C.CCN(CC)CC. Product: [NH2:1][C:4]1[CH:5]=[CH:6][C:7]([C:10](=[O:14])[CH:11]([CH3:12])[CH3:13])=[CH:8][CH:9]=1. The catalyst class is: 3. (5) Reactant: [C:1]([NH:5][C:6](=[O:16])[C:7]1[CH:12]=[CH:11][C:10]([N+:13]([O-])=O)=[CH:9][CH:8]=1)([CH3:4])([CH3:3])[CH3:2]. Product: [C:1]([NH:5][C:6](=[O:16])[C:7]1[CH:8]=[CH:9][C:10]([NH2:13])=[CH:11][CH:12]=1)([CH3:4])([CH3:2])[CH3:3]. The catalyst class is: 78. (6) Reactant: Cl[C:2]1[C:11]2[C:6](=[CH:7][CH:8]=[CH:9][CH:10]=2)[C:5]([O:12][CH2:13][CH:14]([F:16])[F:15])=[CH:4][N:3]=1.[F-:17].[Cs+]. Product: [F:15][CH:14]([F:16])[CH2:13][O:12][C:5]1[C:6]2[C:11](=[CH:10][CH:9]=[CH:8][CH:7]=2)[C:2]([F:17])=[N:3][CH:4]=1. The catalyst class is: 16. (7) Reactant: [Cl:1][C:2]1[CH:7]=[CH:6][CH:5]=[C:4]([Cl:8])[C:3]=1[C:9]1[NH:10][C:11]2[CH:17]=[C:16]([C:18]([NH:20][NH2:21])=[O:19])[CH:15]=[CH:14][C:12]=2[N:13]=1.[N:22]([C:25]12[CH2:34][CH:29]3[CH2:30][CH:31]([CH2:33][CH:27]([CH2:28]3)[CH2:26]1)[CH2:32]2)=[C:23]=S.CCN=C=NCCCN(C)C. Product: [C:25]12([NH:22][C:23]3[O:19][C:18]([C:16]4[CH:15]=[CH:14][C:12]5[N:13]=[C:9]([C:3]6[C:4]([Cl:8])=[CH:5][CH:6]=[CH:7][C:2]=6[Cl:1])[NH:10][C:11]=5[CH:17]=4)=[N:20][N:21]=3)[CH2:32][CH:31]3[CH2:30][CH:29]([CH2:28][CH:27]([CH2:33]3)[CH2:26]1)[CH2:34]2. The catalyst class is: 18. (8) Reactant: [F:1][C:2]1[CH:7]=[C:6]([O:8][CH2:9][CH:10]2[CH2:15][CH2:14][N:13]([CH2:16][C:17]([F:20])([CH3:19])[CH3:18])[CH2:12][CH2:11]2)[CH:5]=[CH:4][C:3]=1[C:21]1[N:22]=[CH:23][C:24]([C:27]([OH:29])=O)=[N:25][CH:26]=1.[NH:30]1[CH2:34][CH2:33][CH2:32][C@H:31]1[C:35]([NH2:37])=[O:36].C1C=CC2N(O)N=NC=2C=1.C(Cl)CCl.CCN(C(C)C)C(C)C.[NH4+].[Cl-]. Product: [F:1][C:2]1[CH:7]=[C:6]([O:8][CH2:9][CH:10]2[CH2:15][CH2:14][N:13]([CH2:16][C:17]([F:20])([CH3:18])[CH3:19])[CH2:12][CH2:11]2)[CH:5]=[CH:4][C:3]=1[C:21]1[N:22]=[CH:23][C:24]([C:27]([N:30]2[CH2:34][CH2:33][CH2:32][C@H:31]2[C:35]([NH2:37])=[O:36])=[O:29])=[N:25][CH:26]=1. The catalyst class is: 2.